From a dataset of Catalyst prediction with 721,799 reactions and 888 catalyst types from USPTO. Predict which catalyst facilitates the given reaction. (1) Reactant: C([O:3][C:4](=[O:21])[CH:5]([O:19][CH3:20])[CH2:6][C:7]1[CH:12]=[CH:11][C:10]([C:13]#[C:14][CH2:15][CH2:16][CH2:17]Br)=[CH:9][CH:8]=1)C.[CH:22]1[CH:23]=[CH:24][C:25]([CH2:28][C:29]2[CH:30]=[CH:31][C:32]([OH:35])=[CH:33][CH:34]=2)=[CH:26][CH:27]=1.C(=O)([O-])[O-].[Cs+].[Cs+]. Product: [CH2:28]([C:29]1[CH:30]=[CH:31][C:32]([O:35][CH2:17][CH2:16][CH2:15][C:14]#[C:13][C:10]2[CH:9]=[CH:8][C:7]([CH2:6][C@H:5]([O:19][CH3:20])[C:4]([OH:3])=[O:21])=[CH:12][CH:11]=2)=[CH:33][CH:34]=1)[C:25]1[CH:24]=[CH:23][CH:22]=[CH:27][CH:26]=1. The catalyst class is: 3. (2) Reactant: [C:1]1([S:7]([C:10]2[CH:11]=[CH:12][C:13]([CH3:37])=[C:14]([S:16]([N:19](CC3C=CC(OC)=CC=3OC)[CH:20]3[CH2:25][CH2:24][S:23][CH2:22][CH2:21]3)(=[O:18])=[O:17])[CH:15]=2)(=[O:9])=[O:8])[CH:6]=[CH:5][CH:4]=[CH:3][CH:2]=1. Product: [CH3:37][C:13]1[CH:12]=[CH:11][C:10]([S:7]([C:1]2[CH:6]=[CH:5][CH:4]=[CH:3][CH:2]=2)(=[O:9])=[O:8])=[CH:15][C:14]=1[S:16]([NH:19][CH:20]1[CH2:25][CH2:24][S:23][CH2:22][CH2:21]1)(=[O:17])=[O:18]. The catalyst class is: 330. (3) Reactant: [CH:1]([C:3]1[CH:8]=[CH:7][C:6](OS(C(F)(F)F)(=O)=O)=[C:5]([O:17][CH3:18])[CH:4]=1)=[O:2].C(N(CC)CC)C.[C:26]([O:30][CH2:31][CH3:32])(=[O:29])[CH:27]=[CH2:28].C1(P(C2C=CC=CC=2)CCCP(C2C=CC=CC=2)C2C=CC=CC=2)C=CC=CC=1. Product: [CH2:31]([O:30][C:26](=[O:29])[CH:27]=[CH:28][C:6]1[CH:7]=[CH:8][C:3]([CH:1]=[O:2])=[CH:4][C:5]=1[O:17][CH3:18])[CH3:32]. The catalyst class is: 274. (4) Reactant: Cl.[CH3:2][O:3][C:4](=[O:24])[CH2:5][C@H:6]1[CH2:11][CH2:10][C@H:9]([C:12]2[CH:17]=[CH:16][C:15]([NH:18][C:19](=[O:23])[CH2:20][CH2:21][NH2:22])=[CH:14][CH:13]=2)[CH2:8][CH2:7]1.CCN=C=NCCCN(C)C.[Cl:36][C:37]1[CH:42]=[CH:41][CH:40]=[C:39]([Cl:43])[C:38]=1[C:44]1[O:45][C:46]([C:52]([F:55])([F:54])[F:53])=[C:47]([C:49](O)=[O:50])[N:48]=1.C1C=CC2N(O)N=NC=2C=1.C(N(C(C)C)C(C)C)C.C([O-])(O)=O.[Na+]. Product: [CH3:2][O:3][C:4](=[O:24])[CH2:5][C@H:6]1[CH2:7][CH2:8][C@H:9]([C:12]2[CH:13]=[CH:14][C:15]([NH:18][C:19](=[O:23])[CH2:20][CH2:21][NH:22][C:49]([C:47]3[N:48]=[C:44]([C:38]4[C:37]([Cl:36])=[CH:42][CH:41]=[CH:40][C:39]=4[Cl:43])[O:45][C:46]=3[C:52]([F:55])([F:54])[F:53])=[O:50])=[CH:16][CH:17]=2)[CH2:10][CH2:11]1. The catalyst class is: 4. (5) Reactant: [CH:1]1([N:5]2[C:9]3[N:10]=[C:11]([O:14]C)[N:12]=[CH:13][C:8]=3[CH:7]=[CH:6]2)[CH2:4][CH2:3][CH2:2]1.[NH4+].[OH-]. Product: [CH:1]1([N:5]2[C:9]3[N:10]=[C:11]([OH:14])[N:12]=[CH:13][C:8]=3[CH:7]=[CH:6]2)[CH2:2][CH2:3][CH2:4]1. The catalyst class is: 570. (6) Reactant: Br[C:2]1[C:10]2[C:9]([NH:11][C@H:12]([C:14]3[N:19]([C:20]4[CH:25]=[CH:24][CH:23]=[CH:22][CH:21]=4)[C:18](=[O:26])[C:17]4=[C:27]([CH3:30])[CH:28]=[CH:29][N:16]4[N:15]=3)[CH3:13])=[N:8][CH:7]=[N:6][C:5]=2[N:4]([CH2:31][O:32][CH2:33][CH2:34][Si:35]([CH3:38])([CH3:37])[CH3:36])[CH:3]=1.[CH3:39][N:40]([CH3:61])[C:41]1[CH:42]=[C:43]([NH:56][S:57]([CH3:60])(=[O:59])=[O:58])[CH:44]=[C:45](B2OC(C)(C)C(C)(C)O2)[CH:46]=1.C(=O)([O-])[O-].[Na+].[Na+].C(=O)([O-])[O-].[K+].[K+]. Product: [CH3:39][N:40]([CH3:61])[C:41]1[CH:42]=[C:43]([NH:56][S:57]([CH3:60])(=[O:59])=[O:58])[CH:44]=[C:45]([C:2]2[C:10]3[C:9]([NH:11][C@H:12]([C:14]4[N:19]([C:20]5[CH:25]=[CH:24][CH:23]=[CH:22][CH:21]=5)[C:18](=[O:26])[C:17]5=[C:27]([CH3:30])[CH:28]=[CH:29][N:16]5[N:15]=4)[CH3:13])=[N:8][CH:7]=[N:6][C:5]=3[N:4]([CH2:31][O:32][CH2:33][CH2:34][Si:35]([CH3:38])([CH3:37])[CH3:36])[CH:3]=2)[CH:46]=1. The catalyst class is: 149.